Dataset: Forward reaction prediction with 1.9M reactions from USPTO patents (1976-2016). Task: Predict the product of the given reaction. (1) Given the reactants F[C:2]1[C:7](F)=[CH:6][CH:5]=[CH:4][C:3]=1[N+:9]([O-:11])=[O:10].N1CCC(CNC(=O)OC(C)(C)C)CC1.C(N(CC)C(C)C)(C)C, predict the reaction product. The product is: [N+:9]([C:3]1[CH:4]=[CH:5][CH:6]=[CH:7][CH:2]=1)([O-:11])=[O:10]. (2) Given the reactants [CH3:1][S:2]([NH:5][C:6]1[CH:21]=[CH:20][C:9]2[NH:10][C:11]([CH2:16][C:17](O)=[O:18])=[N:12][S:13](=[O:15])(=[O:14])[C:8]=2[CH:7]=1)(=[O:4])=[O:3].C([O:24][C:25]([C@H:27]1[C@@H:32]([NH:33][CH2:34][C:35]2[CH:40]=[CH:39][C:38]([F:41])=[CH:37][CH:36]=2)[C@H:31]2[CH2:42][C@@H:28]1[CH2:29][CH2:30]2)=O)C.CN1CCOCC1.Cl.CN(C)CCCN=C=NCC.C(N(CC)CC)C, predict the reaction product. The product is: [F:41][C:38]1[CH:37]=[CH:36][C:35]([CH2:34][N:33]2[C:17](=[O:18])[C:16]([C:11]3[NH:10][C:9]4[CH:20]=[CH:21][C:6]([NH:5][S:2]([CH3:1])(=[O:4])=[O:3])=[CH:7][C:8]=4[S:13](=[O:14])(=[O:15])[N:12]=3)=[C:25]([OH:24])[C@H:27]3[C@@H:32]2[C@H:31]2[CH2:42][C@@H:28]3[CH2:29][CH2:30]2)=[CH:40][CH:39]=1. (3) Given the reactants [CH3:1][C:2]1[C:7]([CH3:8])=[C:6]([N+:9]([O-])=O)[CH:5]=[CH:4][C:3]=1[OH:12], predict the reaction product. The product is: [NH2:9][C:6]1[CH:5]=[CH:4][C:3]([OH:12])=[C:2]([CH3:1])[C:7]=1[CH3:8]. (4) The product is: [C:24]([S:3][CH2:4][CH2:5][CH2:6][Si:7]([O:14][CH2:15][CH3:16])([O:8][CH2:9][CH3:10])[O:11][CH2:12][CH3:13])(=[O:32])[CH2:25][CH2:26][CH2:27][CH2:28][CH2:29][CH2:30][CH3:31]. Given the reactants N#N.[SH:3][CH2:4][CH2:5][CH2:6][Si:7]([O:14][CH2:15][CH3:16])([O:11][CH2:12][CH3:13])[O:8][CH2:9][CH3:10].C(N(CC)CC)C.[C:24](Cl)(=[O:32])[CH2:25][CH2:26][CH2:27][CH2:28][CH2:29][CH2:30][CH3:31], predict the reaction product. (5) Given the reactants [C:1]([O:5][C:6](=[O:25])[NH:7][C:8]1[CH:13]=[CH:12][C:11]([C:14]2[C:23]3[C:18](=[CH:19][CH:20]=[CH:21][CH:22]=3)[CH:17]=[CH:16][CH:15]=2)=[CH:10][C:9]=1[NH2:24])([CH3:4])([CH3:3])[CH3:2].CC1(C)[O:32][C:31]([C:33]2[CH:34]=[C:35]([CH:38]=[CH:39][CH:40]=2)[C:36]#[N:37])=[CH:30][C:29](=O)[O:28]1, predict the reaction product. The product is: [C:1]([O:5][C:6](=[O:25])[NH:7][C:8]1[CH:13]=[CH:12][C:11]([C:14]2[C:23]3[C:18](=[CH:19][CH:20]=[CH:21][CH:22]=3)[CH:17]=[CH:16][CH:15]=2)=[CH:10][C:9]=1[NH:24][C:29](=[O:28])[CH2:30][C:31]([C:33]1[CH:40]=[CH:39][CH:38]=[C:35]([C:36]#[N:37])[CH:34]=1)=[O:32])([CH3:4])([CH3:2])[CH3:3]. (6) Given the reactants Br[C:2]1[CH:3]=[CH:4][C:5]([NH:12][S:13]([C:16]2[CH:21]=[CH:20][CH:19]=[C:18]([C:22]3[CH:27]=[CH:26][C:25]([Cl:28])=[C:24]([Cl:29])[CH:23]=3)[CH:17]=2)(=[O:15])=[O:14])=[C:6]([S:8]([NH2:11])(=[O:10])=[O:9])[CH:7]=1.[C:30]1(B(O)O)[CH:35]=[CH:34][CH:33]=[CH:32][CH:31]=1.C(=O)([O-])[O-].[Na+].[Na+], predict the reaction product. The product is: [Cl:29][C:24]1[CH:23]=[C:22]([C:18]2[CH:17]=[C:16]([S:13]([NH:12][C:5]3[CH:4]=[CH:3][C:2]([C:30]4[CH:35]=[CH:34][CH:33]=[CH:32][CH:31]=4)=[CH:7][C:6]=3[S:8]([NH2:11])(=[O:10])=[O:9])(=[O:15])=[O:14])[CH:21]=[CH:20][CH:19]=2)[CH:27]=[CH:26][C:25]=1[Cl:28]. (7) The product is: [CH2:14]([C:6]1[C:5]([OH:17])=[C:4]([C:1](=[N:19][OH:20])[CH3:2])[CH:9]=[CH:8][C:7]=1[NH:10][C:11](=[O:13])[CH3:12])[CH:15]=[CH2:16]. Given the reactants [C:1]([C:4]1[CH:9]=[CH:8][C:7]([NH:10][C:11](=[O:13])[CH3:12])=[C:6]([CH2:14][CH:15]=[CH2:16])[C:5]=1[OH:17])(=O)[CH3:2].Cl.[NH2:19][OH:20].C([O-])(=O)C.[Na+], predict the reaction product. (8) Given the reactants [C:1]([N:5]([CH3:25])[C:6]([C:8]1[N:9]=[CH:10][N:11]2[C:20]3[C:15](=[CH:16][C:17]([O:23][CH3:24])=[C:18]([O:21][CH3:22])[CH:19]=3)[CH2:14][CH2:13][C:12]=12)=[O:7])([CH3:4])([CH3:3])[CH3:2].[Br:26]N1C(=O)CCC1=O.O, predict the reaction product. The product is: [C:1]([N:5]([CH3:25])[C:6]([C:8]1[N:9]=[C:10]([Br:26])[N:11]2[C:20]3[C:15](=[CH:16][C:17]([O:23][CH3:24])=[C:18]([O:21][CH3:22])[CH:19]=3)[CH2:14][CH2:13][C:12]=12)=[O:7])([CH3:4])([CH3:3])[CH3:2]. (9) Given the reactants O1C=CC(N(C[C@@H]2OC(=O)N([C:22]3C=[CH:26][C:25]([C:28]4CCNCC=4)=[C:24](F)[CH:23]=3)C2)[C:7]([O:9][CH2:10][C:11](Cl)(Cl)Cl)=[O:8])=N1.N1C=CC=C[CH:36]=1, predict the reaction product. The product is: [C:7]([O:9][CH2:10][CH3:11])(=[O:8])[CH3:36].[CH3:22][CH2:23][CH2:24][CH:25]([CH3:28])[CH3:26].